From a dataset of Full USPTO retrosynthesis dataset with 1.9M reactions from patents (1976-2016). Predict the reactants needed to synthesize the given product. (1) Given the product [CH3:25][C:7]1[N:13]([C:14]2[CH:19]=[CH:18][CH:17]=[C:16]([C:20]([F:23])([F:22])[F:21])[CH:15]=2)[C:11](=[O:12])[C:10](=[O:24])[NH:9][CH:8]=1, predict the reactants needed to synthesize it. The reactants are: S(=O)(=O)(O)O.O=[C:7]([CH3:25])[CH2:8][NH:9][C:10](=[O:24])[C:11]([NH:13][C:14]1[CH:19]=[CH:18][CH:17]=[C:16]([C:20]([F:23])([F:22])[F:21])[CH:15]=1)=[O:12]. (2) Given the product [OH:18][B:14]1[C:7]2[CH:8]=[C:9]([C:12]#[N:13])[CH:10]=[CH:11][C:6]=2[CH2:16][O:15]1, predict the reactants needed to synthesize it. The reactants are: C(OC[C:6]1[CH:11]=[CH:10][C:9]([C:12]#[N:13])=[CH:8][C:7]=1[B:14]1[O:18]C(C)(C)[C:16](C)(C)[O:15]1)(=O)C.[OH-].[Na+].